From a dataset of Full USPTO retrosynthesis dataset with 1.9M reactions from patents (1976-2016). Predict the reactants needed to synthesize the given product. (1) Given the product [CH3:17][C@H:18]1[CH2:19][CH2:20][C@H:21]([C:24]([N:26]([CH:39]([CH3:41])[CH3:40])[C:27]2[CH:28]=[C:29]([C:2]3[CH:7]=[CH:6][C:5]([C:8]4[CH:16]=[C:11]5[N:12]=[CH:13][CH:14]=[CH:15][N:10]5[N:9]=4)=[CH:4][CH:3]=3)[S:30][C:31]=2[C:32]([O:34][CH3:35])=[O:33])=[O:25])[CH2:22][CH2:23]1, predict the reactants needed to synthesize it. The reactants are: Br[C:2]1[CH:7]=[CH:6][C:5]([C:8]2[CH:16]=[C:11]3[N:12]=[CH:13][CH:14]=[CH:15][N:10]3[N:9]=2)=[CH:4][CH:3]=1.[CH3:17][C@H:18]1[CH2:23][CH2:22][C@H:21]([C:24]([N:26]([CH:39]([CH3:41])[CH3:40])[C:27]2[CH:28]=[C:29](B(O)O)[S:30][C:31]=2[C:32]([O:34][CH3:35])=[O:33])=[O:25])[CH2:20][CH2:19]1.COCCOC. (2) Given the product [Cl:1][C:2]1[CH:7]=[CH:6][C:5]([S:8]([NH:11][C:12]2[C:13]([C:19]3[N:20]([CH:29]([CH3:30])[CH3:31])[C:21]([C:24]([NH2:41])=[O:26])=[N:22][N:23]=3)=[N:14][CH:15]=[C:16]([Cl:18])[CH:17]=2)(=[O:10])=[O:9])=[CH:4][C:3]=1[C:32]([F:34])([F:35])[F:33], predict the reactants needed to synthesize it. The reactants are: [Cl:1][C:2]1[CH:7]=[CH:6][C:5]([S:8]([NH:11][C:12]2[C:13]([C:19]3[N:20]([CH:29]([CH3:31])[CH3:30])[C:21]([C:24]([O:26]CC)=O)=[N:22][N:23]=3)=[N:14][CH:15]=[C:16]([Cl:18])[CH:17]=2)(=[O:10])=[O:9])=[CH:4][C:3]=1[C:32]([F:35])([F:34])[F:33].C1COCC1.[NH4+:41].[OH-].